From a dataset of Forward reaction prediction with 1.9M reactions from USPTO patents (1976-2016). Predict the product of the given reaction. (1) Given the reactants [C:1]([C:5]1[CH:13]=[C:12]2[C:8]([C:9]([Sn](CCCC)(CCCC)CCCC)=[N:10][N:11]2[CH3:14])=[CH:7][CH:6]=1)([CH3:4])([CH3:3])[CH3:2].[C:28]([CH:30]1[CH2:33][N:32]([C:34](=[O:58])[C@H:35]([NH:37][C:38]([C:40]2[C:48]3[C:43](=[N:44][CH:45]=[C:46](Br)[N:47]=3)[N:42]([CH2:50][O:51][CH2:52][CH2:53][Si:54]([CH3:57])([CH3:56])[CH3:55])[CH:41]=2)=[O:39])[CH3:36])[CH2:31]1)#[N:29], predict the reaction product. The product is: [C:28]([CH:30]1[CH2:31][N:32]([C:34](=[O:58])[C@H:35]([NH:37][C:38]([C:40]2[C:48]3[C:43](=[N:44][CH:45]=[C:46]([C:9]4[C:8]5[C:12](=[CH:13][C:5]([C:1]([CH3:2])([CH3:3])[CH3:4])=[CH:6][CH:7]=5)[N:11]([CH3:14])[N:10]=4)[N:47]=3)[N:42]([CH2:50][O:51][CH2:52][CH2:53][Si:54]([CH3:57])([CH3:56])[CH3:55])[CH:41]=2)=[O:39])[CH3:36])[CH2:33]1)#[N:29]. (2) Given the reactants [CH3:1][C:2]1[C:3]([OH:7])=[N:4][NH:5][CH:6]=1.N1C=CC=CC=1.[C:14](OC(=O)C)(=[O:16])[CH3:15], predict the reaction product. The product is: [OH:7][C:3]1[C:2]([CH3:1])=[CH:6][N:5]([C:14](=[O:16])[CH3:15])[N:4]=1. (3) Given the reactants I[C:2]1[CH:7]=[CH:6][C:5]([CH2:8][O:9][C:10]2[CH:15]=[CH:14][CH:13]=[CH:12][CH:11]=2)=[CH:4][CH:3]=1.[C:16]([O:20][CH3:21])(=[O:19])[C:17]#[CH:18].C(=O)([O-])[O-].[K+].[K+], predict the reaction product. The product is: [O:9]([CH2:8][C:5]1[CH:6]=[CH:7][C:2]([C:18]#[C:17][C:16]([O:20][CH3:21])=[O:19])=[CH:3][CH:4]=1)[C:10]1[CH:15]=[CH:14][CH:13]=[CH:12][CH:11]=1.